This data is from NCI-60 drug combinations with 297,098 pairs across 59 cell lines. The task is: Regression. Given two drug SMILES strings and cell line genomic features, predict the synergy score measuring deviation from expected non-interaction effect. (1) Drug 1: CC1=C2C(C(=O)C3(C(CC4C(C3C(C(C2(C)C)(CC1OC(=O)C(C(C5=CC=CC=C5)NC(=O)OC(C)(C)C)O)O)OC(=O)C6=CC=CC=C6)(CO4)OC(=O)C)O)C)O. Drug 2: CC1=C(C(=CC=C1)Cl)NC(=O)C2=CN=C(S2)NC3=CC(=NC(=N3)C)N4CCN(CC4)CCO. Cell line: LOX IMVI. Synergy scores: CSS=2.13, Synergy_ZIP=-1.08, Synergy_Bliss=-2.18, Synergy_Loewe=-2.63, Synergy_HSA=-2.34. (2) Drug 1: C1=C(C(=O)NC(=O)N1)F. Drug 2: CCCS(=O)(=O)NC1=C(C(=C(C=C1)F)C(=O)C2=CNC3=C2C=C(C=N3)C4=CC=C(C=C4)Cl)F. Cell line: K-562. Synergy scores: CSS=34.2, Synergy_ZIP=-3.67, Synergy_Bliss=-5.86, Synergy_Loewe=-48.5, Synergy_HSA=-7.23. (3) Drug 1: C(CCl)NC(=O)N(CCCl)N=O. Drug 2: CC12CCC3C(C1CCC2OP(=O)(O)O)CCC4=C3C=CC(=C4)OC(=O)N(CCCl)CCCl.[Na+]. Cell line: SW-620. Synergy scores: CSS=11.0, Synergy_ZIP=-4.31, Synergy_Bliss=-6.52, Synergy_Loewe=-17.4, Synergy_HSA=-6.67. (4) Drug 1: C1CCN(CC1)CCOC2=CC=C(C=C2)C(=O)C3=C(SC4=C3C=CC(=C4)O)C5=CC=C(C=C5)O. Drug 2: CC(C)(C#N)C1=CC(=CC(=C1)CN2C=NC=N2)C(C)(C)C#N. Cell line: SF-295. Synergy scores: CSS=0.358, Synergy_ZIP=0.00895, Synergy_Bliss=-0.790, Synergy_Loewe=-2.28, Synergy_HSA=-0.216. (5) Cell line: COLO 205. Drug 2: CCC(=C(C1=CC=CC=C1)C2=CC=C(C=C2)OCCN(C)C)C3=CC=CC=C3.C(C(=O)O)C(CC(=O)O)(C(=O)O)O. Drug 1: C1=C(C(=O)NC(=O)N1)N(CCCl)CCCl. Synergy scores: CSS=33.0, Synergy_ZIP=5.11, Synergy_Bliss=7.09, Synergy_Loewe=-1.44, Synergy_HSA=1.18. (6) Drug 1: C1CCN(CC1)CCOC2=CC=C(C=C2)C(=O)C3=C(SC4=C3C=CC(=C4)O)C5=CC=C(C=C5)O. Drug 2: CCN(CC)CCCC(C)NC1=C2C=C(C=CC2=NC3=C1C=CC(=C3)Cl)OC. Cell line: SF-295. Synergy scores: CSS=22.8, Synergy_ZIP=-6.55, Synergy_Bliss=-2.28, Synergy_Loewe=-2.96, Synergy_HSA=-3.09. (7) Drug 1: CCN(CC)CCNC(=O)C1=C(NC(=C1C)C=C2C3=C(C=CC(=C3)F)NC2=O)C. Drug 2: CC12CCC3C(C1CCC2OP(=O)(O)O)CCC4=C3C=CC(=C4)OC(=O)N(CCCl)CCCl.[Na+]. Cell line: NCI-H522. Synergy scores: CSS=2.09, Synergy_ZIP=-5.86, Synergy_Bliss=-5.28, Synergy_Loewe=-11.3, Synergy_HSA=-11.0. (8) Drug 1: C1CCC(C(C1)N)N.C(=O)(C(=O)[O-])[O-].[Pt+4]. Drug 2: COCCOC1=C(C=C2C(=C1)C(=NC=N2)NC3=CC=CC(=C3)C#C)OCCOC.Cl. Cell line: HS 578T. Synergy scores: CSS=2.66, Synergy_ZIP=-1.38, Synergy_Bliss=0.525, Synergy_Loewe=-3.85, Synergy_HSA=-1.05. (9) Drug 1: CCC1=CC2CC(C3=C(CN(C2)C1)C4=CC=CC=C4N3)(C5=C(C=C6C(=C5)C78CCN9C7C(C=CC9)(C(C(C8N6C)(C(=O)OC)O)OC(=O)C)CC)OC)C(=O)OC.C(C(C(=O)O)O)(C(=O)O)O. Drug 2: C1=NC2=C(N1)C(=S)N=CN2. Cell line: TK-10. Synergy scores: CSS=11.3, Synergy_ZIP=-17.2, Synergy_Bliss=-22.9, Synergy_Loewe=-27.9, Synergy_HSA=-20.8.